From a dataset of Catalyst prediction with 721,799 reactions and 888 catalyst types from USPTO. Predict which catalyst facilitates the given reaction. (1) Reactant: [Cl:1][C:2]1[CH:7]=[CH:6][C:5]([N:8]2[CH2:13][CH2:12][CH:11]([N:14]3[CH2:18][CH2:17][CH:16]([NH2:19])[CH2:15]3)[CH2:10][CH2:9]2)=[CH:4][C:3]=1[NH:20][C@@H:21]([C:23]1[CH:28]=[CH:27][C:26]([Cl:29])=[CH:25][C:24]=1[Cl:30])[CH3:22].C[Si]([N:35]=[C:36]=[O:37])(C)C. Product: [Cl:1][C:2]1[CH:7]=[CH:6][C:5]([N:8]2[CH2:13][CH2:12][CH:11]([N:14]3[CH2:18][CH2:17][CH:16]([NH:19][C:36]([NH2:35])=[O:37])[CH2:15]3)[CH2:10][CH2:9]2)=[CH:4][C:3]=1[NH:20][C@@H:21]([C:23]1[CH:28]=[CH:27][C:26]([Cl:29])=[CH:25][C:24]=1[Cl:30])[CH3:22]. The catalyst class is: 559. (2) Reactant: [OH-].[Na+:2].ClC1C=CC(S(C2C3C(=CC=C(C)C=3)N(CC(O)=O)C=2C)(=O)=O)=CC=1.[Cl:28][C:29]1[C:30](C#N)=[C:31]2[C:35](=[CH:36][CH:37]=1)[N:34]([CH2:38][C:39]([O:41]C)=[O:40])[C:33]([CH3:43])=[C:32]2[S:44]([C:47]1[CH:52]=[CH:51][C:50]([Cl:53])=[CH:49][CH:48]=1)(=[O:46])=[O:45]. Product: [Cl:28][C:29]1[CH:30]=[C:31]2[C:35](=[CH:36][CH:37]=1)[N:34]([CH2:38][C:39]([O-:41])=[O:40])[C:33]([CH3:43])=[C:32]2[S:44]([C:47]1[CH:52]=[CH:51][C:50]([Cl:53])=[CH:49][CH:48]=1)(=[O:45])=[O:46].[Na+:2]. The catalyst class is: 1.